Regression. Given two drug SMILES strings and cell line genomic features, predict the synergy score measuring deviation from expected non-interaction effect. From a dataset of NCI-60 drug combinations with 297,098 pairs across 59 cell lines. Drug 1: COC1=CC(=CC(=C1O)OC)C2C3C(COC3=O)C(C4=CC5=C(C=C24)OCO5)OC6C(C(C7C(O6)COC(O7)C8=CC=CS8)O)O. Drug 2: CC(C1=C(C=CC(=C1Cl)F)Cl)OC2=C(N=CC(=C2)C3=CN(N=C3)C4CCNCC4)N. Cell line: NCIH23. Synergy scores: CSS=53.9, Synergy_ZIP=-1.45, Synergy_Bliss=0.798, Synergy_Loewe=-12.3, Synergy_HSA=3.18.